Predict the reactants needed to synthesize the given product. From a dataset of Full USPTO retrosynthesis dataset with 1.9M reactions from patents (1976-2016). (1) Given the product [O:39]1[C:32]2[CH:31]=[C:30]([CH2:29][N:21]([C:22]([O:23][C:24]([CH3:27])([CH3:25])[CH3:26])=[O:28])[CH:16]3[CH2:15][CH2:14][C:13]4[CH:12]=[C:11]([NH:10][C:3]5[C:2]([NH:1][CH2:50][C:51]([O:53][CH2:54][CH3:55])=[O:52])=[CH:7][CH:6]=[C:5]([O:8][CH3:9])[N:4]=5)[CH:20]=[CH:19][C:18]=4[CH2:17]3)[N:35]=[CH:34][C:33]=2[O:36][CH2:37][CH2:38]1, predict the reactants needed to synthesize it. The reactants are: [NH2:1][C:2]1[C:3]([NH:10][C:11]2[CH:12]=[C:13]3[C:18](=[CH:19][CH:20]=2)[CH2:17][CH:16]([N:21]([CH2:29][C:30]2[N:35]=[CH:34][C:33]4[O:36][CH2:37][CH2:38][O:39][C:32]=4[CH:31]=2)[C:22](=[O:28])[O:23][C:24]([CH3:27])([CH3:26])[CH3:25])[CH2:15][CH2:14]3)=[N:4][C:5]([O:8][CH3:9])=[CH:6][CH:7]=1.C(#N)C.C([O-])([O-])=O.[K+].[K+].Br[CH2:50][C:51]([O:53][CH2:54][CH3:55])=[O:52]. (2) Given the product [O:52]=[C:42]1[N:41]([CH:38]2[CH2:37][CH2:36][N:35]([C:33]([O:32][C@H:10]([CH2:9][C:4]3[CH:5]=[C:6]([CH3:8])[CH:7]=[C:2]([CH3:1])[CH:3]=3)[C:11]([N:13]3[CH2:14][CH2:15][CH:16]([CH:19]4[CH2:20][CH2:21][NH:22][CH2:23][CH2:24]4)[CH2:17][CH2:18]3)=[O:12])=[O:34])[CH2:40][CH2:39]2)[CH2:47][CH2:46][C:45]2[CH:48]=[CH:49][CH:50]=[CH:51][C:44]=2[NH:43]1, predict the reactants needed to synthesize it. The reactants are: [CH3:1][C:2]1[CH:3]=[C:4]([CH2:9][C@@H:10]([O:32][C:33]([N:35]2[CH2:40][CH2:39][CH:38]([N:41]3[CH2:47][CH2:46][C:45]4[CH:48]=[CH:49][CH:50]=[CH:51][C:44]=4[NH:43][C:42]3=[O:52])[CH2:37][CH2:36]2)=[O:34])[C:11]([N:13]2[CH2:18][CH2:17][CH:16]([CH:19]3[CH2:24][CH2:23][N:22](C(OC(C)(C)C)=O)[CH2:21][CH2:20]3)[CH2:15][CH2:14]2)=[O:12])[CH:5]=[C:6]([CH3:8])[CH:7]=1.C([O-])([O-])=O.[K+].[K+]. (3) Given the product [CH3:17][O:18][C:19](=[O:49])[C@H:20]([CH2:29][C:30]1[CH:31]=[CH:32][C:33]([C:10]2[C:9](=[O:16])[N:8]([CH2:1][C:2]3[CH:7]=[CH:6][CH:5]=[CH:4][CH:3]=3)[CH:13]=[C:12]([Cl:14])[CH:11]=2)=[CH:34][CH:35]=1)[NH:21][C:22]([O:24][C:25]([CH3:28])([CH3:26])[CH3:27])=[O:23], predict the reactants needed to synthesize it. The reactants are: [CH2:1]([N:8]1[CH:13]=[C:12]([Cl:14])[CH:11]=[C:10](Br)[C:9]1=[O:16])[C:2]1[CH:7]=[CH:6][CH:5]=[CH:4][CH:3]=1.[CH3:17][O:18][C:19](=[O:49])[C@H:20]([CH2:29][C:30]1[CH:35]=[CH:34][C:33]([Sn](CCCC)(CCCC)CCCC)=[CH:32][CH:31]=1)[NH:21][C:22]([O:24][C:25]([CH3:28])([CH3:27])[CH3:26])=[O:23].